From a dataset of Reaction yield outcomes from USPTO patents with 853,638 reactions. Predict the reaction yield, written as a fraction of the theoretical maximum amount of product (1.0 means a 100% yield; for example, 0.34 means a 34% yield). (1) The reactants are O[CH2:2][CH2:3][CH2:4][C:5]1[N:6]=[N+:7]([O-:15])[C:8]2[CH:14]=[CH:13][CH:12]=[CH:11][C:9]=2[N:10]=1.CCN(CC)CC.[NH:23]1[CH2:28][CH2:27][CH2:26][CH2:25][CH2:24]1.C(Cl)[Cl:30]. No catalyst specified. The product is [ClH:30].[N:23]1([CH2:2][CH2:3][CH2:4][C:5]2[N:6]=[N+:7]([O-:15])[C:8]3[CH:14]=[CH:13][CH:12]=[CH:11][C:9]=3[N:10]=2)[CH2:28][CH2:27][CH2:26][CH2:25][CH2:24]1. The yield is 0.750. (2) The reactants are [CH:1]1[C:10]2[C:5](=[CH:6][CH:7]=[CH:8][CH:9]=2)[CH:4]=[CH:3][C:2]=1[NH:11][C:12]1[S:13][C:14]([NH:20][C:21](=[O:36])[CH2:22][CH2:23][CH2:24][N:25]2C(=O)C3=CC=CC=C3C2=O)=[C:15]([C:17]([NH2:19])=[O:18])[N:16]=1.CN. The catalyst is CCO. The product is [NH2:25][CH2:24][CH2:23][CH2:22][C:21]([NH:20][C:14]1[S:13][C:12]([NH:11][C:2]2[CH:3]=[CH:4][C:5]3[C:10](=[CH:9][CH:8]=[CH:7][CH:6]=3)[CH:1]=2)=[N:16][C:15]=1[C:17]([NH2:19])=[O:18])=[O:36]. The yield is 0.290. (3) The reactants are [CH3:1][CH:2]([CH3:31])[CH2:3][C:4]([C:21]1[CH:30]=[CH:29][C:24]([C:25]([O:27]C)=[O:26])=[CH:23][CH:22]=1)=[CH:5][C:6]1[CH:11]=[CH:10][C:9]([N:12]2[CH:16]=[C:15]([C:17]([F:20])([F:19])[F:18])[CH:14]=[N:13]2)=[CH:8][CH:7]=1.[OH-].[Na+]. The catalyst is CO.O1CCCC1. The product is [CH3:1][CH:2]([CH3:31])[CH2:3][C:4]([C:21]1[CH:22]=[CH:23][C:24]([C:25]([OH:27])=[O:26])=[CH:29][CH:30]=1)=[CH:5][C:6]1[CH:7]=[CH:8][C:9]([N:12]2[CH:16]=[C:15]([C:17]([F:20])([F:18])[F:19])[CH:14]=[N:13]2)=[CH:10][CH:11]=1. The yield is 0.960. (4) The reactants are [C:1](Cl)(Cl)=[O:2].N1C=CC=CC=1.[CH3:11][CH:12]1[N:16]([CH:17]2[CH2:22][CH2:21][O:20][CH2:19][CH2:18]2)[C:15](=[O:23])[NH:14][CH2:13]1.[CH3:24][N:25]1[CH:29]=[C:28]([C:30]2[CH:35]=[C:34]([O:36][C:37]3[CH:38]=[CH:39][C:40]([NH2:43])=[N:41][CH:42]=3)[CH:33]=[CH:32][N:31]=2)[CH:27]=[N:26]1. The catalyst is C(Cl)Cl. The product is [CH3:11][CH:12]1[CH2:13][N:14]([C:1]([NH:43][C:40]2[CH:39]=[CH:38][C:37]([O:36][C:34]3[CH:33]=[CH:32][N:31]=[C:30]([C:28]4[CH:27]=[N:26][N:25]([CH3:24])[CH:29]=4)[CH:35]=3)=[CH:42][N:41]=2)=[O:2])[C:15](=[O:23])[N:16]1[CH:17]1[CH2:22][CH2:21][O:20][CH2:19][CH2:18]1. The yield is 0.0900. (5) The reactants are F[C:2]1[CH:10]=[CH:9][C:5]([C:6]([OH:8])=[O:7])=[CH:4][N:3]=1.[C:11]([O:15][C:16]([N:18]1[CH2:23][CH2:22][NH:21][C@H:20]([CH3:24])[CH2:19]1)=[O:17])([CH3:14])([CH3:13])[CH3:12].C([Mg]Cl)(C)C.Cl. The catalyst is O1CCCC1.O.CC(C)=O. The product is [C:11]([O:15][C:16]([N:18]1[CH2:23][CH2:22][N:21]([C:2]2[CH:10]=[CH:9][C:5]([C:6]([OH:8])=[O:7])=[CH:4][N:3]=2)[C@H:20]([CH3:24])[CH2:19]1)=[O:17])([CH3:14])([CH3:12])[CH3:13]. The yield is 0.960. (6) The yield is 0.990. The catalyst is C(Cl)Cl.O. The reactants are [NH2:1][C:2]1[C:3]([C:12](=[O:14])[CH3:13])=[N:4][CH:5]=[C:6]([C:8]([F:11])([F:10])[F:9])[CH:7]=1.Cl[C:16](=[O:23])[CH2:17][C:18]([O:20][CH2:21][CH3:22])=[O:19]. The product is [C:12]([C:3]1[C:2]([NH:1][C:16](=[O:23])[CH2:17][C:18]([O:20][CH2:21][CH3:22])=[O:19])=[CH:7][C:6]([C:8]([F:11])([F:9])[F:10])=[CH:5][N:4]=1)(=[O:14])[CH3:13]. (7) The reactants are [CH:1]1([NH:7][C:8]([NH:10][C:11]2[N:12]=[C:13]3[CH:19]=[C:18]([CH3:20])[N:17](COCC[Si](C)(C)C)[C:14]3=[N:15][CH:16]=2)=[O:9])[CH2:6][CH2:5][CH2:4][CH2:3][CH2:2]1.C(N)CN. The catalyst is Cl.CC(O)=O.CO.O.CCN(CC)CC. The product is [CH:1]1([NH:7][C:8]([NH:10][C:11]2[N:12]=[C:13]3[CH:19]=[C:18]([CH3:20])[NH:17][C:14]3=[N:15][CH:16]=2)=[O:9])[CH2:2][CH2:3][CH2:4][CH2:5][CH2:6]1. The yield is 0.320.